This data is from Full USPTO retrosynthesis dataset with 1.9M reactions from patents (1976-2016). The task is: Predict the reactants needed to synthesize the given product. (1) The reactants are: [Cl:1][C:2]1[C:7]([Cl:8])=[C:6]([S:9](=[O:18])(=[O:17])[NH:10][C@@H:11]([CH3:16])[C:12]([F:15])([F:14])[F:13])[CH:5]=[CH:4][C:3]=1[C:19]1[S:23][C:22]([C:24]2[O:28][C:27]([CH2:29][C:30]([CH3:36])([CH3:35])[C:31]([O:33]C)=[O:32])=[N:26][N:25]=2)=[N:21][C:20]=1[C:37](=[O:43])[N:38]([CH2:41][CH3:42])[CH2:39][CH3:40].O[Li].O.O. Given the product [Cl:1][C:2]1[C:7]([Cl:8])=[C:6]([S:9](=[O:18])(=[O:17])[NH:10][C@@H:11]([CH3:16])[C:12]([F:13])([F:15])[F:14])[CH:5]=[CH:4][C:3]=1[C:19]1[S:23][C:22]([C:24]2[O:28][C:27]([CH2:29][C:30]([CH3:35])([CH3:36])[C:31]([OH:33])=[O:32])=[N:26][N:25]=2)=[N:21][C:20]=1[C:37](=[O:43])[N:38]([CH2:41][CH3:42])[CH2:39][CH3:40], predict the reactants needed to synthesize it. (2) Given the product [N:1]1[N:2]([C:6]2[CH:11]=[CH:10][CH:9]=[CH:8][C:7]=2[C:12]([N:14]2[C@H:15]([CH3:22])[CH2:16][CH2:17][C@@H:18]([C:20]([OH:34])=[O:21])[CH2:19]2)=[O:13])[N:3]=[CH:4][CH:5]=1, predict the reactants needed to synthesize it. The reactants are: [N:1]1[N:2]([C:6]2[CH:11]=[CH:10][CH:9]=[CH:8][C:7]=2[C:12]([N:14]2[CH2:19][C@H:18]([CH2:20][OH:21])[CH2:17][CH2:16][C@H:15]2[CH3:22])=[O:13])[N:3]=[CH:4][CH:5]=1.CC1(C)N([O])C(C)(C)CCC1.[O-:34]Cl=O.[Na+]. (3) Given the product [CH3:11][O:10][C:8](=[O:9])[C:7]1[CH:12]=[CH:13][C:4]([N+:1]([O-:3])=[O:2])=[CH:5][C:6]=1[C:14]([N:27]1[CH2:26][CH2:25][N:24]([C:23]2[CH:22]=[CH:21][C:20]([C:30](=[O:32])[CH3:31])=[CH:19][C:18]=2[F:17])[CH2:29][CH2:28]1)=[O:16], predict the reactants needed to synthesize it. The reactants are: [N+:1]([C:4]1[CH:5]=[C:6]([C:14]([O-:16])=O)[C:7](=[CH:12][CH:13]=1)[C:8]([O:10][CH3:11])=[O:9])([O-:3])=[O:2].[F:17][C:18]1[CH:19]=[C:20]([C:30](=[O:32])[CH3:31])[CH:21]=[CH:22][C:23]=1[N:24]1[CH2:29][CH2:28][NH:27][CH2:26][CH2:25]1. (4) Given the product [Br:1][CH:10]([C:11]1[CH:12]=[CH:13][CH:14]=[CH:15][CH:16]=1)[C:9]([CH:3]1[CH2:8][CH2:7][CH2:6][CH2:5][CH2:4]1)=[O:17], predict the reactants needed to synthesize it. The reactants are: [Br:1]Br.[CH:3]1([C:9](=[O:17])[CH2:10][C:11]2[CH:16]=[CH:15][CH:14]=[CH:13][CH:12]=2)[CH2:8][CH2:7][CH2:6][CH2:5][CH2:4]1. (5) Given the product [CH3:10][C:11]1[C:15]([CH2:16][C:17]([O:19][CH2:3][C:2]#[CH:1])=[O:18])=[C:14]([C:20]2[CH:25]=[CH:24][CH:23]=[CH:22][CH:21]=2)[N:13]([C:26]2[CH:27]=[N:28][CH:29]=[CH:30][C:31]=2[CH3:32])[N:12]=1, predict the reactants needed to synthesize it. The reactants are: [CH2:1](O)[C:2]#[CH:3].S(=O)(=O)(O)O.[CH3:10][C:11]1[C:15]([CH2:16][C:17]([OH:19])=[O:18])=[C:14]([C:20]2[CH:25]=[CH:24][CH:23]=[CH:22][CH:21]=2)[N:13]([C:26]2[CH:27]=[N:28][CH:29]=[CH:30][C:31]=2[CH3:32])[N:12]=1. (6) Given the product [O:7]1[CH2:12][CH2:11][CH:10]([C:13]2[CH:14]=[CH:15][C:16]([CH2:17][OH:18])=[CH:21][CH:22]=2)[CH2:9][CH2:8]1, predict the reactants needed to synthesize it. The reactants are: [H-].[H-].[H-].[H-].[Li+].[Al+3].[O:7]1[CH2:12][CH2:11][CH:10]([C:13]2[CH:22]=[CH:21][C:16]([C:17](OC)=[O:18])=[CH:15][CH:14]=2)[CH2:9][CH2:8]1.O.[OH-].[K+]. (7) The reactants are: [CH3:1][N:2]([CH3:26])[C:3]1[CH:4]=[CH:5][C:6]([N+:23]([O-])=[O:24])=[C:7]([CH:9]([O:16]C(=O)C(Cl)(Cl)Cl)C2C=CC=CC=2)[CH:8]=1.CN(C)C1C=CC([N+]([O-])=O)=C(C=1)COC(=O)C(Cl)(Cl)Cl. Given the product [CH3:1][N:2]([CH3:26])[C:3]1[CH:4]=[CH:5][C:6]([N:23]=[O:24])=[C:7]([CH:8]=1)[CH:9]=[O:16], predict the reactants needed to synthesize it. (8) Given the product [F:20][C:19]([F:22])([F:21])[C:16]1[O:15][C:14]([CH2:13][N:1]2[C:11]3[C:6](=[CH:7][CH:8]=[CH:9][CH:10]=3)[C:4](=[O:5])[C:2]2=[O:3])=[CH:18][CH:17]=1, predict the reactants needed to synthesize it. The reactants are: [NH:1]1[C:11]2[C:6](=[CH:7][CH:8]=[CH:9][CH:10]=2)[C:4](=[O:5])[C:2]1=[O:3].Br[CH2:13][C:14]1[O:15][C:16]([C:19]([F:22])([F:21])[F:20])=[CH:17][CH:18]=1.C(=O)([O-])[O-].[K+].[K+]. (9) Given the product [Br:12][C:13]1[CH:19]=[CH:18][C:16]([NH:17][C:2]2[C:3]([N+:9]([O-:11])=[O:10])=[CH:4][CH:5]=[CH:6][C:7]=2[CH3:8])=[CH:15][CH:14]=1, predict the reactants needed to synthesize it. The reactants are: F[C:2]1[C:7]([CH3:8])=[CH:6][CH:5]=[CH:4][C:3]=1[N+:9]([O-:11])=[O:10].[Br:12][C:13]1[CH:19]=[CH:18][C:16]([NH2:17])=[CH:15][CH:14]=1.C([O-])(C)(C)C.[K+].